This data is from Catalyst prediction with 721,799 reactions and 888 catalyst types from USPTO. The task is: Predict which catalyst facilitates the given reaction. (1) Reactant: [CH3:1][CH2:2][O:3][C:4]([C:6]1[N:7](C(OC(C)(C)C)=O)[C:8]2[C:13]([CH:14]=1)=[CH:12][C:11]([Cl:15])=[CH:10][C:9]=2[CH2:16][C:17]#[N:18])=[O:5].C(O)(C(F)(F)F)=O. Product: [CH2:2]([O:3][C:4]([C:6]1[NH:7][C:8]2[C:13]([CH:14]=1)=[CH:12][C:11]([Cl:15])=[CH:10][C:9]=2[CH2:16][C:17]#[N:18])=[O:5])[CH3:1]. The catalyst class is: 2. (2) Reactant: [Si]([O:8][CH2:9][CH:10]([OH:22])[CH:11]([C:14]1[CH:19]=[CH:18][C:17]([Cl:20])=[C:16]([Cl:21])[CH:15]=1)[C:12]#[N:13])(C(C)(C)C)(C)C.CO[C:25](OC)([CH3:27])[CH3:26].C1(C)C=CC(S(O)(=O)=O)=CC=1.C(=O)([O-])O.[Na+]. Product: [Cl:21][C:16]1[CH:15]=[C:14]([CH:11]([CH:10]2[CH2:9][O:8][C:25]([CH3:27])([CH3:26])[O:22]2)[C:12]#[N:13])[CH:19]=[CH:18][C:17]=1[Cl:20]. The catalyst class is: 11. (3) Reactant: [Cl:1][C:2]1[C:7]([C:8](Cl)=[O:9])=[C:6]([Cl:11])[N:5]=[CH:4][N:3]=1.[Si:12]([O:19][C@H:20]([CH3:40])[CH2:21][NH:22][C:23]1[CH:28]=[CH:27][C:26]([C@H:29]2[CH2:34][CH2:33][C@H:32]([CH2:35][C:36]([O:38][CH3:39])=[O:37])[CH2:31][CH2:30]2)=[CH:25][CH:24]=1)([C:15]([CH3:18])([CH3:17])[CH3:16])([CH3:14])[CH3:13]. Product: [Si:12]([O:19][C@H:20]([CH3:40])[CH2:21][N:22]([C:8]([C:7]1[C:6]([Cl:11])=[N:5][CH:4]=[N:3][C:2]=1[Cl:1])=[O:9])[C:23]1[CH:24]=[CH:25][C:26]([C@H:29]2[CH2:30][CH2:31][C@H:32]([CH2:35][C:36]([O:38][CH3:39])=[O:37])[CH2:33][CH2:34]2)=[CH:27][CH:28]=1)([C:15]([CH3:18])([CH3:17])[CH3:16])([CH3:13])[CH3:14]. The catalyst class is: 1.